This data is from Full USPTO retrosynthesis dataset with 1.9M reactions from patents (1976-2016). The task is: Predict the reactants needed to synthesize the given product. Given the product [Cl-:13].[CH:15]([O:18][C:5](=[O:11])[CH2:6][NH3+:7])([CH3:17])[CH3:16], predict the reactants needed to synthesize it. The reactants are: BrC1C=C[C:5]([C:6]#[N:7])=CC=1C.[O:11]=S(Cl)[Cl:13].[CH:15]([OH:18])([CH3:17])[CH3:16].